Dataset: Full USPTO retrosynthesis dataset with 1.9M reactions from patents (1976-2016). Task: Predict the reactants needed to synthesize the given product. (1) Given the product [CH3:15][S:16]([O:1][C@H:2]1[CH2:6][CH2:5][NH:4][C:3]1=[O:7])(=[O:18])=[O:17], predict the reactants needed to synthesize it. The reactants are: [OH:1][C@H:2]1[CH2:6][CH2:5][NH:4][C:3]1=[O:7].C(N(CC)CC)C.[CH3:15][S:16](Cl)(=[O:18])=[O:17]. (2) Given the product [C:29]([Si:32]([CH3:34])([CH3:33])[N:25]1[C:22]2=[N:23][CH:24]=[C:19]([C:15]3[CH:16]=[CH:17][CH:18]=[C:13]([F:12])[CH:14]=3)[CH:20]=[C:21]2[CH:27]=[CH:26]1)([CH3:31])([CH3:30])[CH3:28], predict the reactants needed to synthesize it. The reactants are: [Li]CCCC.CCCCCC.[F:12][C:13]1[CH:14]=[C:15]([C:19]2[CH:20]=[C:21]3[CH:27]=[CH:26][NH:25][C:22]3=[N:23][CH:24]=2)[CH:16]=[CH:17][CH:18]=1.[CH3:28][C:29]([Si:32](Cl)([CH3:34])[CH3:33])([CH3:31])[CH3:30]. (3) Given the product [CH3:7][C:6]([CH3:9])([CH3:8])[CH2:5][N:4]([CH2:3][C@H:2]([NH:1][C:17]([O:28][CH2:29][C:30]1[S:34][CH:33]=[N:32][CH:31]=1)=[O:35])[CH2:10][C:11]1[CH:16]=[CH:15][CH:14]=[CH:13][CH:12]=1)[CH2:3][C@H:2]([NH:1][C:17]([O:28][CH2:29][C:30]1[S:34][CH:33]=[N:32][CH:31]=1)=[O:35])[CH2:10][C:11]1[CH:12]=[CH:13][CH:14]=[CH:15][CH:16]=1, predict the reactants needed to synthesize it. The reactants are: [NH2:1][CH:2]([CH2:10][C:11]1[CH:16]=[CH:15][CH:14]=[CH:13][CH:12]=1)[CH2:3][NH:4][CH2:5][C:6]([CH3:9])([CH3:8])[CH3:7].[C:17](=[O:35])([O:28][CH2:29][C:30]1[S:34][CH:33]=[N:32][CH:31]=1)OC1C=CC([N+]([O-])=O)=CC=1. (4) Given the product [C:12]([C@@:2]([CH2:8][C:9](=[O:10])[O-:11])([CH2:3][N+:4]([CH3:7])([CH3:5])[CH3:6])[OH:1])(=[O:15])[CH2:13][CH3:14], predict the reactants needed to synthesize it. The reactants are: [OH:1][C@H:2]([CH2:8][C:9](=[O:11])[O-:10])[CH2:3][N+:4]([CH3:7])([CH3:6])[CH3:5].[C:12](O[C:12](=[O:15])[CH2:13][CH3:14])(=[O:15])[CH2:13][CH3:14]. (5) Given the product [Br:1][C:2]1[N:21]=[CH:13][C:5]([O:6][C@@H:7]2[CH2:11][O:10][CH2:9][C@H:8]2[OH:12])=[CH:4][CH:3]=1, predict the reactants needed to synthesize it. The reactants are: [Br:1][C:2]1C=[CH:13][C:5]([O:6][C@@H:7]2[CH2:11][O:10][CH2:9][C@H:8]2[OH:12])=[CH:4][CH:3]=1.BrC1[N:21]=CC(O)=CC=1. (6) Given the product [CH2:80]([O:81][NH:70][C:30]([CH:29]([NH:28][C:26]([C:15]1[N:16]=[C:17]([CH2:20][CH:21]2[CH2:22][CH2:23][CH2:24][CH2:25]2)[C:18]2[C:13]([CH:14]=1)=[CH:12][CH:11]=[C:10]([O:9][C:8]1[CH:7]=[CH:6][C:5]([C:1]([CH3:4])([CH3:3])[CH3:2])=[CH:43][CH:42]=1)[CH:19]=2)=[O:27])[CH2:33][C:34]1[S:35][C:36]([CH:39]([CH3:41])[CH3:40])=[CH:37][CH:38]=1)=[O:32])[C:53]1[CH:54]=[CH:55][CH:56]=[CH:57][CH:58]=1, predict the reactants needed to synthesize it. The reactants are: [C:1]([C:5]1[CH:43]=[CH:42][C:8]([O:9][C:10]2[CH:19]=[C:18]3[C:13]([CH:14]=[C:15]([C:26]([NH:28][C@H:29]([CH2:33][C:34]4[S:35][C:36]([CH:39]([CH3:41])[CH3:40])=[CH:37][CH:38]=4)[C:30]([OH:32])=O)=[O:27])[N:16]=[C:17]3[CH2:20][CH:21]3[CH2:25][CH2:24][CH2:23][CH2:22]3)=[CH:12][CH:11]=2)=[CH:7][CH:6]=1)([CH3:4])([CH3:3])[CH3:2].CN(C(ON1N=N[C:54]2[CH:55]=[CH:56][CH:57]=[CH:58][C:53]1=2)=[N+](C)C)C.F[P-](F)(F)(F)(F)F.CC[N:70](C(C)C)C(C)C.CN([CH:80]=[O:81])C. (7) Given the product [CH2:15]([O:12][C:5]1[CH:4]=[CH:3][C:2]([Br:1])=[CH:11][C:6]=1[C:7]([OH:9])=[O:8])[CH:14]=[CH2:13], predict the reactants needed to synthesize it. The reactants are: [Br:1][C:2]1[CH:3]=[CH:4][C:5]([OH:12])=[C:6]([CH:11]=1)[C:7]([O:9]C)=[O:8].[CH2:13](Br)[CH:14]=[CH2:15].C(=O)([O-])[O-].[K+].[K+].